From a dataset of Full USPTO retrosynthesis dataset with 1.9M reactions from patents (1976-2016). Predict the reactants needed to synthesize the given product. Given the product [C:1]([O:5][C:6]([N:8]1[CH2:13][CH2:12][CH2:11][CH:10]([C:14]2[N:17]=[C:21]([C:20]3[CH:24]=[CH:25][CH:26]=[CH:27][C:19]=3[F:18])[O:16][N:15]=2)[CH2:9]1)=[O:7])([CH3:4])([CH3:2])[CH3:3], predict the reactants needed to synthesize it. The reactants are: [C:1]([O:5][C:6]([N:8]1[CH2:13][CH2:12][CH2:11][CH:10]([C:14](=[NH:17])[NH:15][OH:16])[CH2:9]1)=[O:7])([CH3:4])([CH3:3])[CH3:2].[F:18][C:19]1[CH:27]=[CH:26][CH:25]=[CH:24][C:20]=1[C:21](O)=O.C1C=CC2N(O)N=NC=2C=1.CCN=C=NCCCN(C)C.Cl.C(N(CC)CC)C.